Dataset: Forward reaction prediction with 1.9M reactions from USPTO patents (1976-2016). Task: Predict the product of the given reaction. Given the reactants [Br:1][C:2]1[CH:7]=[CH:6][C:5]([N:8]2[CH2:12][C:11](O)([C:13]([O:15][CH2:16][CH3:17])=[O:14])[N:10]=[C:9]2[C:19]([C:22]2[C:27]([Cl:28])=[CH:26][CH:25]=[CH:24][C:23]=2[Cl:29])([CH3:21])[CH3:20])=[C:4]([F:30])[CH:3]=1.C(O)(C(F)(F)F)=O.[OH-].[Na+], predict the reaction product. The product is: [Br:1][C:2]1[CH:7]=[CH:6][C:5]([N:8]2[CH:12]=[C:11]([C:13]([O:15][CH2:16][CH3:17])=[O:14])[N:10]=[C:9]2[C:19]([C:22]2[C:27]([Cl:28])=[CH:26][CH:25]=[CH:24][C:23]=2[Cl:29])([CH3:20])[CH3:21])=[C:4]([F:30])[CH:3]=1.